This data is from Forward reaction prediction with 1.9M reactions from USPTO patents (1976-2016). The task is: Predict the product of the given reaction. (1) Given the reactants C([O:3][C:4](=O)[CH2:5][CH2:6][C:7]1[CH:11]=[C:10]([C:12]2[CH:17]=[CH:16][CH:15]=[CH:14][CH:13]=2)[N:9]([C:18]2[CH:23]=[CH:22][C:21]([S:24]([CH3:27])(=[O:26])=[O:25])=[CH:20][CH:19]=2)[N:8]=1)C.[H-].[H-].[H-].[H-].[Li+].[Al+3].O, predict the reaction product. The product is: [CH3:27][S:24]([C:21]1[CH:20]=[CH:19][C:18]([N:9]2[C:10]([C:12]3[CH:17]=[CH:16][CH:15]=[CH:14][CH:13]=3)=[CH:11][C:7]([CH2:6][CH2:5][CH2:4][OH:3])=[N:8]2)=[CH:23][CH:22]=1)(=[O:25])=[O:26]. (2) Given the reactants [NH2:1][C:2]1[CH:3]=[CH:4][C:5]([F:19])=[C:6]([C@:8]2([CH3:18])[C:14]([F:16])([F:15])[CH2:13][O:12][CH2:11][C:10]([NH2:17])=[N:9]2)[CH:7]=1.[C:20]([C:23]1[CH:24]=[C:25]([F:32])[C:26]([C:29]([OH:31])=[O:30])=[N:27][CH:28]=1)(=[O:22])[NH2:21], predict the reaction product. The product is: [CH:29]([OH:31])=[O:30].[NH2:17][C:10]1[CH2:11][O:12][CH2:13][C:14]([F:15])([F:16])[C@:8]([C:6]2[CH:7]=[C:2]([NH:1][C:29]([C:26]3[C:25]([F:32])=[CH:24][C:23]([C:20]([NH2:21])=[O:22])=[CH:28][N:27]=3)=[O:30])[CH:3]=[CH:4][C:5]=2[F:19])([CH3:18])[N:9]=1. (3) The product is: [CH2:1]([C:3]1[N:13]([CH2:14][C:15]2[CH:20]=[CH:19][C:18](/[CH:21]=[CH:22]/[CH2:23][CH2:24][N:36]3[CH2:35][CH2:34][CH:33]([N:30]4[CH2:29][CH2:28][N:27]([CH3:26])[CH2:32][CH2:31]4)[CH2:38][CH2:37]3)=[CH:17][CH:16]=2)[C:6]2=[N:7][C:8]([CH3:12])=[CH:9][C:10]([CH3:11])=[C:5]2[N:4]=1)[CH3:2]. Given the reactants [CH2:1]([C:3]1[N:13]([CH2:14][C:15]2[CH:20]=[CH:19][C:18](/[CH:21]=[CH:22]/[CH2:23][CH2:24]O)=[CH:17][CH:16]=2)[C:6]2=[N:7][C:8]([CH3:12])=[CH:9][C:10]([CH3:11])=[C:5]2[N:4]=1)[CH3:2].[CH3:26][N:27]1[CH2:32][CH2:31][N:30]([CH:33]2[CH2:38][CH2:37][NH:36][CH2:35][CH2:34]2)[CH2:29][CH2:28]1, predict the reaction product. (4) The product is: [CH3:15][N:16]1[CH2:21][CH2:20][N:19]([C:5]2[CH:4]=[CH:3][C:2]([N+:12]([O-:14])=[O:13])=[CH:7][C:6]=2[C:8]([F:11])([F:10])[F:9])[CH2:18][CH2:17]1. Given the reactants F[C:2]1([N+:12]([O-:14])=[O:13])[CH:7]=[C:6]([C:8]([F:11])([F:10])[F:9])[CH:5]=[CH:4][CH2:3]1.[CH3:15][N:16]1[CH2:21][CH2:20][NH:19][CH2:18][CH2:17]1, predict the reaction product. (5) Given the reactants [C:1]([O:5][C:6]([N:8]1[CH2:12][C:11]([F:14])([F:13])[CH2:10][C@H:9]1[C:15](O)=[O:16])=[O:7])([CH3:4])([CH3:3])[CH3:2].B.C1COCC1, predict the reaction product. The product is: [F:14][C:11]1([F:13])[CH2:12][N:8]([C:6]([O:5][C:1]([CH3:2])([CH3:3])[CH3:4])=[O:7])[C@H:9]([CH2:15][OH:16])[CH2:10]1. (6) Given the reactants [Cu][C:2]#[N:3].Br[C:5]1[CH:6]=[C:7]2[C:12](=[CH:13][CH:14]=1)[CH2:11][CH:10]([N:15]1[CH:20]=[CH:19][C:18]3[O:21][C:22]([C:24]4[CH:29]=[CH:28][C:27]([Cl:30])=[CH:26][CH:25]=4)=[CH:23][C:17]=3[C:16]1=[O:31])[CH2:9][CH2:8]2, predict the reaction product. The product is: [Cl:30][C:27]1[CH:28]=[CH:29][C:24]([C:22]2[O:21][C:18]3[CH:19]=[CH:20][N:15]([CH:10]4[CH2:9][CH2:8][C:7]5[CH:6]=[C:5]([C:2]#[N:3])[CH:14]=[CH:13][C:12]=5[CH2:11]4)[C:16](=[O:31])[C:17]=3[CH:23]=2)=[CH:25][CH:26]=1. (7) Given the reactants [Cl:1][C:2]1[CH:7]=[C:6]([N:8]2[CH:12]=[C:11]([C:13]3[N:17]=[CH:16][NH:15][N:14]=3)[C:10]([C:18]3[CH:23]=[CH:22][CH:21]=[CH:20][C:19]=3[Cl:24])=[N:9]2)[CH:5]=[CH:4][N:3]=1.[H-].[Na+].[CH3:27][Si:28]([CH3:35])([CH3:34])[CH2:29][CH2:30][O:31][CH2:32]Cl.O, predict the reaction product. The product is: [Cl:1][C:2]1[CH:7]=[C:6]([N:8]2[CH:12]=[C:11]([C:13]3[N:17]=[CH:16][N:15]([CH2:32][O:31][CH2:30][CH2:29][Si:28]([CH3:35])([CH3:34])[CH3:27])[N:14]=3)[C:10]([C:18]3[CH:23]=[CH:22][CH:21]=[CH:20][C:19]=3[Cl:24])=[N:9]2)[CH:5]=[CH:4][N:3]=1.